From a dataset of NCI-60 drug combinations with 297,098 pairs across 59 cell lines. Regression. Given two drug SMILES strings and cell line genomic features, predict the synergy score measuring deviation from expected non-interaction effect. (1) Drug 1: CC1=C2C(C(=O)C3(C(CC4C(C3C(C(C2(C)C)(CC1OC(=O)C(C(C5=CC=CC=C5)NC(=O)OC(C)(C)C)O)O)OC(=O)C6=CC=CC=C6)(CO4)OC(=O)C)OC)C)OC. Drug 2: CC1C(C(CC(O1)OC2CC(CC3=C2C(=C4C(=C3O)C(=O)C5=CC=CC=C5C4=O)O)(C(=O)C)O)N)O. Cell line: UACC-257. Synergy scores: CSS=66.2, Synergy_ZIP=-6.10, Synergy_Bliss=-6.54, Synergy_Loewe=-0.108, Synergy_HSA=0.756. (2) Synergy scores: CSS=45.5, Synergy_ZIP=-0.449, Synergy_Bliss=1.59, Synergy_Loewe=-7.03, Synergy_HSA=3.33. Drug 1: C1C(C(OC1N2C=NC3=C(N=C(N=C32)Cl)N)CO)O. Drug 2: CCCCC(=O)OCC(=O)C1(CC(C2=C(C1)C(=C3C(=C2O)C(=O)C4=C(C3=O)C=CC=C4OC)O)OC5CC(C(C(O5)C)O)NC(=O)C(F)(F)F)O. Cell line: NCI/ADR-RES. (3) Drug 1: CC(C)(C#N)C1=CC(=CC(=C1)CN2C=NC=N2)C(C)(C)C#N. Drug 2: CC1C(C(CC(O1)OC2CC(CC3=C2C(=C4C(=C3O)C(=O)C5=CC=CC=C5C4=O)O)(C(=O)C)O)N)O. Synergy scores: CSS=32.7, Synergy_ZIP=0.348, Synergy_Bliss=-0.766, Synergy_Loewe=-8.32, Synergy_HSA=0.931. Cell line: MCF7. (4) Drug 1: CC(CN1CC(=O)NC(=O)C1)N2CC(=O)NC(=O)C2. Drug 2: C#CCC(CC1=CN=C2C(=N1)C(=NC(=N2)N)N)C3=CC=C(C=C3)C(=O)NC(CCC(=O)O)C(=O)O. Cell line: UACC-257. Synergy scores: CSS=-2.80, Synergy_ZIP=-1.44, Synergy_Bliss=-4.64, Synergy_Loewe=-6.59, Synergy_HSA=-5.93. (5) Drug 1: CC1=C(C(=O)C2=C(C1=O)N3CC4C(C3(C2COC(=O)N)OC)N4)N. Drug 2: C1CN(P(=O)(OC1)NCCCl)CCCl. Cell line: BT-549. Synergy scores: CSS=18.8, Synergy_ZIP=4.06, Synergy_Bliss=5.20, Synergy_Loewe=-7.79, Synergy_HSA=4.04. (6) Drug 1: CC12CCC3C(C1CCC2=O)CC(=C)C4=CC(=O)C=CC34C. Drug 2: CN(C(=O)NC(C=O)C(C(C(CO)O)O)O)N=O. Cell line: HOP-92. Synergy scores: CSS=21.4, Synergy_ZIP=-0.613, Synergy_Bliss=-2.89, Synergy_Loewe=-10.2, Synergy_HSA=-2.77. (7) Drug 1: C1CN1P(=S)(N2CC2)N3CC3. Drug 2: CC1=C(C(CCC1)(C)C)C=CC(=CC=CC(=CC(=O)O)C)C. Cell line: EKVX. Synergy scores: CSS=11.3, Synergy_ZIP=-5.46, Synergy_Bliss=-3.84, Synergy_Loewe=-1.33, Synergy_HSA=-0.362.